Dataset: NCI-60 drug combinations with 297,098 pairs across 59 cell lines. Task: Regression. Given two drug SMILES strings and cell line genomic features, predict the synergy score measuring deviation from expected non-interaction effect. (1) Drug 1: COC1=C(C=C2C(=C1)N=CN=C2NC3=CC(=C(C=C3)F)Cl)OCCCN4CCOCC4. Drug 2: C1=NC(=NC(=O)N1C2C(C(C(O2)CO)O)O)N. Cell line: SK-OV-3. Synergy scores: CSS=41.5, Synergy_ZIP=1.87, Synergy_Bliss=3.31, Synergy_Loewe=0.886, Synergy_HSA=2.72. (2) Drug 1: CN(CC1=CN=C2C(=N1)C(=NC(=N2)N)N)C3=CC=C(C=C3)C(=O)NC(CCC(=O)O)C(=O)O. Drug 2: COC1=C2C(=CC3=C1OC=C3)C=CC(=O)O2. Cell line: SR. Synergy scores: CSS=55.2, Synergy_ZIP=0.285, Synergy_Bliss=0.378, Synergy_Loewe=-35.5, Synergy_HSA=0.631. (3) Drug 1: C1=CC(=CC=C1CCCC(=O)O)N(CCCl)CCCl. Drug 2: CC1=C(C=C(C=C1)NC(=O)C2=CC=C(C=C2)CN3CCN(CC3)C)NC4=NC=CC(=N4)C5=CN=CC=C5. Cell line: SK-MEL-2. Synergy scores: CSS=-12.3, Synergy_ZIP=-3.46, Synergy_Bliss=-15.7, Synergy_Loewe=-16.1, Synergy_HSA=-16.0. (4) Drug 1: COC1=NC(=NC2=C1N=CN2C3C(C(C(O3)CO)O)O)N. Drug 2: COC1=C2C(=CC3=C1OC=C3)C=CC(=O)O2. Cell line: OVCAR3. Synergy scores: CSS=-13.4, Synergy_ZIP=2.28, Synergy_Bliss=-4.68, Synergy_Loewe=-6.20, Synergy_HSA=-12.2. (5) Drug 1: CC(CN1CC(=O)NC(=O)C1)N2CC(=O)NC(=O)C2. Drug 2: CC=C1C(=O)NC(C(=O)OC2CC(=O)NC(C(=O)NC(CSSCCC=C2)C(=O)N1)C(C)C)C(C)C. Cell line: HCT116. Synergy scores: CSS=30.0, Synergy_ZIP=-1.40, Synergy_Bliss=-3.00, Synergy_Loewe=-4.61, Synergy_HSA=-1.68.